This data is from Reaction yield outcomes from USPTO patents with 853,638 reactions. The task is: Predict the reaction yield, written as a fraction of the theoretical maximum amount of product (1.0 means a 100% yield; for example, 0.34 means a 34% yield). (1) The reactants are [C:1]([C:5]1[CH:6]=[C:7]([C:10]([OH:12])=O)[NH:8][N:9]=1)([CH3:4])([CH3:3])[CH3:2].[Cl:13][C:14]1[CH:15]=[C:16]([C:21]2[O:25][C:24]([CH2:26][CH2:27][NH2:28])=[CH:23][CH:22]=2)[CH:17]=[CH:18][C:19]=1[Cl:20]. No catalyst specified. The product is [Cl:13][C:14]1[CH:15]=[C:16]([C:21]2[O:25][C:24]([CH2:26][CH2:27][NH:28][C:10]([C:7]3[NH:8][N:9]=[C:5]([C:1]([CH3:2])([CH3:3])[CH3:4])[CH:6]=3)=[O:12])=[CH:23][CH:22]=2)[CH:17]=[CH:18][C:19]=1[Cl:20]. The yield is 0.330. (2) The reactants are [CH2:1]([O:3][C:4]([C@@:6]1([NH:11][C:12]([C@@H:14]2[CH2:18][C@@H:17]([O:19][C:20]3[C:29]4[C:24](=[CH:25][C:26]([O:30][CH3:31])=[CH:27][CH:28]=4)[N:23]=[C:22]([C:32]4[CH:37]=[CH:36][CH:35]=[CH:34][CH:33]=4)[CH:21]=3)[CH2:16][C@H:15]2[C:38]([N:40]([CH2:49][CH2:50][CH2:51][CH2:52][CH2:53][CH:54]=[CH2:55])[NH:41][C:42]([O:44][C:45]([CH3:48])([CH3:47])[CH3:46])=[O:43])=[O:39])=[O:13])[CH2:8][C@H:7]1C=C)=[O:5])[CH3:2]. The catalyst is C(Cl)Cl.CC1C=C(C)C(N2C(=[Ru](Cl)(Cl)=CC3C=CC=CC=3OC(C)C)N(C3C(C)=CC(C)=CC=3C)CC2)=C(C)C=1. The product is [CH2:1]([O:3][C:4]([C@@:6]12[CH2:8][C@H:7]1[CH:55]=[CH:54][CH2:53][CH2:52][CH2:51][CH2:50][CH2:49][N:40]([NH:41][C:42]([O:44][C:45]([CH3:48])([CH3:46])[CH3:47])=[O:43])[C:38](=[O:39])[C@H:15]1[C@@H:14]([CH2:18][C@@H:17]([O:19][C:20]3[C:29]4[C:24](=[CH:25][C:26]([O:30][CH3:31])=[CH:27][CH:28]=4)[N:23]=[C:22]([C:32]4[CH:33]=[CH:34][CH:35]=[CH:36][CH:37]=4)[CH:21]=3)[CH2:16]1)[C:12](=[O:13])[NH:11]2)=[O:5])[CH3:2]. The yield is 0.700.